This data is from Full USPTO retrosynthesis dataset with 1.9M reactions from patents (1976-2016). The task is: Predict the reactants needed to synthesize the given product. (1) Given the product [CH2:1]([O:3][C:4]([C:6]1[N:7]=[C:8]([N:11]([C:12]2[CH:17]=[CH:16][C:15]([Cl:18])=[CH:14][CH:13]=2)[C:23](=[O:24])[C:22]2[CH:26]=[CH:27][C:28]([Cl:30])=[CH:29][C:21]=2[Cl:20])[S:9][CH:10]=1)=[O:5])[CH3:2], predict the reactants needed to synthesize it. The reactants are: [CH2:1]([O:3][C:4]([C:6]1[N:7]=[C:8]([NH:11][C:12]2[CH:17]=[CH:16][C:15]([Cl:18])=[CH:14][CH:13]=2)[S:9][CH:10]=1)=[O:5])[CH3:2].Br.[Cl:20][C:21]1[CH:29]=[C:28]([Cl:30])[CH:27]=[CH:26][C:22]=1[C:23](Cl)=[O:24].CCN(CC)CC. (2) Given the product [Br:22][C:7]1[N:6]=[CH:5][C:4]([N:8]2[CH2:14][CH2:13][CH2:12][N:11]([C:15]([O:17][C:18]([CH3:21])([CH3:20])[CH3:19])=[O:16])[CH2:10][CH2:9]2)=[CH:3][C:2]=1[Cl:1], predict the reactants needed to synthesize it. The reactants are: [Cl:1][C:2]1[CH:3]=[C:4]([N:8]2[CH2:14][CH2:13][CH2:12][N:11]([C:15]([O:17][C:18]([CH3:21])([CH3:20])[CH3:19])=[O:16])[CH2:10][CH2:9]2)[CH:5]=[N:6][CH:7]=1.[Br:22]N1C(=O)CCC1=O.